This data is from Experimentally validated miRNA-target interactions with 360,000+ pairs, plus equal number of negative samples. The task is: Binary Classification. Given a miRNA mature sequence and a target amino acid sequence, predict their likelihood of interaction. The miRNA is hsa-miR-296-3p with sequence GAGGGUUGGGUGGAGGCUCUCC. The protein sequence of the target gene is MMQESATETISNSSMNQNGMSTLSSQLDAGSRDGRSSGDTSSEVSTVELLHLQQQQALQAARQLLLQQQTSGLKSPKSSDKQRPLQVPVSVAMMTPQVITPQQMQQILQQQVLSPQQLQALLQQQQAVMLQQQQLQEFYKKQQEQLHLQLLQQQQQQQQQQQQQQQQQQQQQQQQQQQQQQQQQQQQQQQQHPGKQAKEQQQQQQQQQQLAAQQLVFQQQLLQMQQLQQQQHLLSLQRQGLISIPPGQAALPVQSLPQAGLSPAEIQQLWKEVTGVHSMEDNGIKHGGLDLTTNNSSSTT.... Result: 0 (no interaction).